Dataset: Forward reaction prediction with 1.9M reactions from USPTO patents (1976-2016). Task: Predict the product of the given reaction. (1) Given the reactants [Cl:1][C:2]1[CH:7]=[CH:6][CH:5]=[C:4]([F:8])[C:3]=1[C:9]1[N:13]=[C:12]([C:14]2[C:18]([CH3:19])=[CH:17][S:16][CH:15]=2)[N:11]([CH3:20])[N:10]=1.[Br:21]Br.O, predict the reaction product. The product is: [Cl:1][C:2]1[CH:7]=[CH:6][CH:5]=[C:4]([F:8])[C:3]=1[C:9]1[N:13]=[C:12]([C:14]2[C:18]([CH3:19])=[C:17]([Br:21])[S:16][CH:15]=2)[N:11]([CH3:20])[N:10]=1. (2) Given the reactants [Br:1][C:2]1[CH:3]=[N:4][C:5]2[N:6]([N:8]=[C:9]([C:11]([OH:13])=O)[CH:10]=2)[CH:7]=1.[Br:14][C:15]1[CH:16]=[C:17]2[C:22](=[CH:23][C:24]=1[Br:25])[CH:21]([CH3:26])[NH:20][CH2:19][CH2:18]2, predict the reaction product. The product is: [Br:1][C:2]1[CH:3]=[N:4][C:5]2[N:6]([N:8]=[C:9]([C:11]([N:20]3[CH2:19][CH2:18][C:17]4[C:22](=[CH:23][C:24]([Br:25])=[C:15]([Br:14])[CH:16]=4)[CH:21]3[CH3:26])=[O:13])[CH:10]=2)[CH:7]=1. (3) Given the reactants [C:1]([O:5][C:6]([NH:8][C:9]1[CH:14]=[CH:13][C:12]([C:15]2[CH2:20][CH2:19][N:18]([C:21]([O:23][C:24]([CH3:27])([CH3:26])[CH3:25])=[O:22])[CH2:17][CH:16]=2)=[CH:11][C:10]=1[F:28])=[O:7])([CH3:4])([CH3:3])[CH3:2], predict the reaction product. The product is: [C:1]([O:5][C:6]([NH:8][C:9]1[CH:14]=[CH:13][C:12]([CH:15]2[CH2:16][CH2:17][N:18]([C:21]([O:23][C:24]([CH3:27])([CH3:26])[CH3:25])=[O:22])[CH2:19][CH2:20]2)=[CH:11][C:10]=1[F:28])=[O:7])([CH3:4])([CH3:3])[CH3:2]. (4) The product is: [CH2:34]([NH:41][C:2]1[N:7]=[C:6]([C:8]2[C:16]3[C:11](=[N:12][C:13]([NH:17][CH2:18][CH2:19][N:20]4[CH2:25][CH2:24][CH2:23][CH2:22][CH2:21]4)=[N:14][CH:15]=3)[N:10]([CH2:26][O:27][CH2:28][CH2:29][Si:30]([CH3:33])([CH3:32])[CH3:31])[N:9]=2)[CH:5]=[CH:4][CH:3]=1)[C:35]1[CH:40]=[CH:39][CH:38]=[CH:37][CH:36]=1. Given the reactants Br[C:2]1[N:7]=[C:6]([C:8]2[C:16]3[C:11](=[N:12][C:13]([NH:17][CH2:18][CH2:19][N:20]4[CH2:25][CH2:24][CH2:23][CH2:22][CH2:21]4)=[N:14][CH:15]=3)[N:10]([CH2:26][O:27][CH2:28][CH2:29][Si:30]([CH3:33])([CH3:32])[CH3:31])[N:9]=2)[CH:5]=[CH:4][CH:3]=1.[CH2:34]([NH2:41])[C:35]1[CH:40]=[CH:39][CH:38]=[CH:37][CH:36]=1.CN(C1C(C2C(P(C3CCCCC3)C3CCCCC3)=CC=CC=2)=CC=CC=1)C.CC([O-])(C)C.[Na+], predict the reaction product. (5) Given the reactants [CH3:1][CH:2]([CH3:11])[C:3](=[O:10])[CH2:4][C:5]([O:7][CH2:8][CH3:9])=[O:6].[N:12]([O-])=[O:13].[Na+], predict the reaction product. The product is: [OH:13][N:12]=[C:4]([C:3](=[O:10])[CH:2]([CH3:1])[CH3:11])[C:5]([O:7][CH2:8][CH3:9])=[O:6].